From a dataset of Full USPTO retrosynthesis dataset with 1.9M reactions from patents (1976-2016). Predict the reactants needed to synthesize the given product. (1) Given the product [F:1][C:2]1[CH:7]=[CH:6][C:5]([C:8]2[C:16]3[C:11](=[N:12][CH:13]=[C:14]([F:17])[CH:15]=3)[NH:10][CH:9]=2)=[CH:4][C:3]=1[NH:28][C@H:29]1[CH2:34][CH2:33][CH2:32][C@@H:31]([NH2:35])[CH2:30]1, predict the reactants needed to synthesize it. The reactants are: [F:1][C:2]1[CH:7]=[CH:6][C:5]([C:8]2[C:16]3[C:11](=[N:12][CH:13]=[C:14]([F:17])[CH:15]=3)[N:10](S(C3C=CC(C)=CC=3)(=O)=O)[CH:9]=2)=[CH:4][C:3]=1[NH:28][C@H:29]1[CH2:34][CH2:33][CH2:32][C@@H:31]([NH:35]C(=O)OC(C)(C)C)[CH2:30]1.FC1C(N[C@H]2CCC[C@@H](NC(=O)OC(C)(C)C)C2)=NC(C2C3C(=NC=C(F)C=3)N(S(C3C=CC(C)=CC=3)(=O)=O)C=2)=NC=1.Cl. (2) Given the product [F:25][C:22]1[CH:23]=[CH:24][C:19]2[N:20]([C:16]([C:14]3[N:13]=[C:12]([NH:26][C@@H:27]4[CH2:32][CH2:31][CH2:30][N:29]([C:33]([O:35][C:36]([CH3:37])([CH3:39])[CH3:38])=[O:34])[CH2:28]4)[CH:11]=[C:10]([C:8]4[N:1]=[N:2][NH:3][N:9]=4)[N:15]=3)=[CH:17][N:18]=2)[CH:21]=1, predict the reactants needed to synthesize it. The reactants are: [N:1]([Sn](C)(C)C)=[N+:2]=[N-:3].[C:8]([C:10]1[N:15]=[C:14]([C:16]2[N:20]3[CH:21]=[C:22]([F:25])[CH:23]=[CH:24][C:19]3=[N:18][CH:17]=2)[N:13]=[C:12]([NH:26][C@@H:27]2[CH2:32][CH2:31][CH2:30][N:29]([C:33]([O:35][C:36]([CH3:39])([CH3:38])[CH3:37])=[O:34])[CH2:28]2)[CH:11]=1)#[N:9]. (3) Given the product [Br:1][C:2]1[CH:3]=[C:4]([CH2:7][N:8]2[C:22](=[O:23])[O:11][N:10]=[C:9]2[C:12]2[C:16]([NH:17][CH2:18][CH2:19][O:20][CH3:21])=[N:15][O:14][N:13]=2)[O:5][CH:6]=1, predict the reactants needed to synthesize it. The reactants are: [Br:1][C:2]1[CH:3]=[C:4]([CH2:7][NH:8][C:9]([C:12]2[C:16]([NH:17][CH2:18][CH2:19][O:20][CH3:21])=[N:15][O:14][N:13]=2)=[N:10][OH:11])[O:5][CH:6]=1.[C:22](N1C=CN=C1)(N1C=CN=C1)=[O:23]. (4) Given the product [CH3:29][O:28][C:26](=[O:27])[CH2:25][NH:11][C:10]1[C:12]([F:17])=[CH:13][C:14]([Br:16])=[CH:15][C:9]=1[O:8][CH2:1][C:2]1[CH:3]=[CH:4][CH:5]=[CH:6][CH:7]=1, predict the reactants needed to synthesize it. The reactants are: [CH2:1]([O:8][C:9]1[CH:15]=[C:14]([Br:16])[CH:13]=[C:12]([F:17])[C:10]=1[NH2:11])[C:2]1[CH:7]=[CH:6][CH:5]=[CH:4][CH:3]=1.C(=O)([O-])[O-].[K+].[K+].Br[CH2:25][C:26]([O:28][CH3:29])=[O:27].